The task is: Predict the product of the given reaction.. This data is from Forward reaction prediction with 1.9M reactions from USPTO patents (1976-2016). (1) Given the reactants [CH2:1]([NH:3][C:4]([NH:6][C:7]1[CH:12]=[CH:11][C:10]([C:13]2[N:14]=[C:15]([N:23]3[CH2:28][CH2:27][O:26][CH2:25][C@@H:24]3[CH3:29])[C:16]3[CH2:22][CH2:21][NH:20][CH2:19][C:17]=3[N:18]=2)=[CH:9][CH:8]=1)=[O:5])[CH3:2].[CH3:30][C:31]1[N:36]=[CH:35][N:34]=[C:33](Cl)[CH:32]=1, predict the reaction product. The product is: [CH2:1]([NH:3][C:4]([NH:6][C:7]1[CH:8]=[CH:9][C:10]([C:13]2[N:14]=[C:15]([N:23]3[CH2:28][CH2:27][O:26][CH2:25][C@@H:24]3[CH3:29])[C:16]3[CH2:22][CH2:21][N:20]([C:33]4[CH:32]=[C:31]([CH3:30])[N:36]=[CH:35][N:34]=4)[CH2:19][C:17]=3[N:18]=2)=[CH:11][CH:12]=1)=[O:5])[CH3:2]. (2) The product is: [ClH:7].[ClH:7].[C:8]([C:10]1[C:11]([NH:41][C:42]([C:44]2[O:45][CH:46]=[CH:47][CH:48]=2)=[O:43])=[N:12][C:13]([C:33]2[CH:38]=[CH:37][C:36]([F:39])=[CH:35][C:34]=2[OH:40])=[CH:14][C:15]=1[C:16]1[CH:21]=[CH:20][CH:19]=[C:18]([NH:22][C:23](=[O:32])[C@H:24]([CH2:28][N:29]([CH3:31])[CH3:30])[N:25]([CH3:26])[CH3:27])[CH:17]=1)#[N:9]. Given the reactants C(OCC)(=O)C.[ClH:7].[C:8]([C:10]1[C:11]([NH:41][C:42]([C:44]2[O:45][CH:46]=[CH:47][CH:48]=2)=[O:43])=[N:12][C:13]([C:33]2[CH:38]=[CH:37][C:36]([F:39])=[CH:35][C:34]=2[OH:40])=[CH:14][C:15]=1[C:16]1[CH:21]=[CH:20][CH:19]=[C:18]([NH:22][C:23](=[O:32])[C@H:24]([CH2:28][N:29]([CH3:31])[CH3:30])[N:25]([CH3:27])[CH3:26])[CH:17]=1)#[N:9], predict the reaction product. (3) Given the reactants N[C@@H]1CCCC[C@H]1O.[F:9][C:10]([F:28])([F:27])[C:11]1[CH:12]=[CH:13][C:14]([O:17][C:18]2[CH:19]=[C:20](B(O)O)[CH:21]=[CH:22][CH:23]=2)=[N:15][CH:16]=1.C[Si]([N-][Si](C)(C)C)(C)C.[Na+].Br[CH:40]1[CH2:44][C:43]2([CH2:49][CH2:48][N:47]([C:50]([O:52][C:53]([CH3:56])([CH3:55])[CH3:54])=[O:51])[CH2:46][CH2:45]2)[O:42][CH2:41]1, predict the reaction product. The product is: [F:9][C:10]([F:28])([F:27])[C:11]1[CH:12]=[CH:13][C:14]([O:17][C:18]2[CH:19]=[C:20]([CH:40]3[CH2:44][C:43]4([CH2:45][CH2:46][N:47]([C:50]([O:52][C:53]([CH3:56])([CH3:55])[CH3:54])=[O:51])[CH2:48][CH2:49]4)[O:42][CH2:41]3)[CH:21]=[CH:22][CH:23]=2)=[N:15][CH:16]=1. (4) Given the reactants [CH3:1][C:2]1[CH:7]=[CH:6][C:5]([O:8]C)=[C:4]([O:10]C)[CH:3]=1.[Br:12]Br.[OH-].[Na+], predict the reaction product. The product is: [Br:12][C:7]1[CH:6]=[C:5]([OH:8])[C:4](=[CH:3][C:2]=1[CH3:1])[OH:10]. (5) Given the reactants Br[CH2:2][C:3]([C:5]1[C:6]([C:11]2[CH:16]=[CH:15][CH:14]=[CH:13][CH:12]=2)=[N:7][O:8][C:9]=1[CH3:10])=O.[NH2:17][C:18]1[CH:23]=[CH:22][C:21]([CH3:24])=[CH:20][N:19]=1, predict the reaction product. The product is: [CH3:24][C:21]1[CH:22]=[CH:23][C:18]2[N:19]([CH:2]=[C:3]([C:5]3[C:6]([C:11]4[CH:16]=[CH:15][CH:14]=[CH:13][CH:12]=4)=[N:7][O:8][C:9]=3[CH3:10])[N:17]=2)[CH:20]=1. (6) Given the reactants [NH2:1][C:2]1[N:7]=[CH:6][C:5]([NH:8]C=O)=[C:4]([S:11][CH2:12]C2C=CC(OC)=CC=2)[C:3]=1[F:21], predict the reaction product. The product is: [F:21][C:3]1[C:4]2[S:11][CH:12]=[N:8][C:5]=2[CH:6]=[N:7][C:2]=1[NH2:1].